This data is from Catalyst prediction with 721,799 reactions and 888 catalyst types from USPTO. The task is: Predict which catalyst facilitates the given reaction. Reactant: [Cl:1][C:2]1[CH:3]=[CH:4][C:5]([NH:8][C:9]([C:11]2[CH:16]=[C:15]([Cl:17])[CH:14]=[CH:13][C:12]=2[NH:18][C:19]([C:21]2[CH:26]=[CH:25][C:24]([S:27]([CH3:36])(=[N:29][CH2:30][C:31](OCC)=[O:32])=[O:28])=[CH:23][CH:22]=2)=[O:20])=[O:10])=[N:6][CH:7]=1.[BH4-].[Na+]. Product: [Cl:1][C:2]1[CH:3]=[CH:4][C:5]([NH:8][C:9]([C:11]2[CH:16]=[C:15]([Cl:17])[CH:14]=[CH:13][C:12]=2[NH:18][C:19]([C:21]2[CH:26]=[CH:25][C:24]([S:27]([CH3:36])(=[N:29][CH2:30][CH2:31][OH:32])=[O:28])=[CH:23][CH:22]=2)=[O:20])=[O:10])=[N:6][CH:7]=1. The catalyst class is: 16.